From a dataset of Catalyst prediction with 721,799 reactions and 888 catalyst types from USPTO. Predict which catalyst facilitates the given reaction. Reactant: [Cl-].[Cl-].[Cl-].[Al+3].[CH2:5]([NH:7][CH2:8][CH3:9])[CH3:6].[C:10]1([C:19]2[C:14](=[CH:15][CH:16]=[CH:17][CH:18]=2)[CH2:13][O:12]1)=[O:11].O. Product: [CH2:5]([N:7]([CH2:8][CH3:9])[C:10](=[O:11])[C:19]1[CH:18]=[CH:17][CH:16]=[CH:15][C:14]=1[CH2:13][OH:12])[CH3:6]. The catalyst class is: 68.